Dataset: Forward reaction prediction with 1.9M reactions from USPTO patents (1976-2016). Task: Predict the product of the given reaction. Given the reactants [N:1]([C:4]1[CH:14]=[N:13][CH:12]=[C:11]([F:15])[C:5]=1[C:6](OCC)=[O:7])=[N+]=[N-], predict the reaction product. The product is: [NH2:1][C:4]1[CH:14]=[N:13][CH:12]=[C:11]([F:15])[C:5]=1[CH2:6][OH:7].